This data is from Reaction yield outcomes from USPTO patents with 853,638 reactions. The task is: Predict the reaction yield, written as a fraction of the theoretical maximum amount of product (1.0 means a 100% yield; for example, 0.34 means a 34% yield). The reactants are ClCl.C(S[C:11]1[CH:16]=[CH:15][CH:14]=[CH:13][C:12]=1[S:17]([CH:20]([CH3:22])[CH3:21])(=[O:19])=[O:18])C1C=CC=CC=1.[S:23]([Cl:27])(Cl)(=[O:25])=[O:24]. The catalyst is C(O)(=O)C.O. The product is [CH3:22][CH:20]([S:17]([C:12]1[CH:13]=[CH:14][CH:15]=[CH:16][C:11]=1[S:23]([Cl:27])(=[O:25])=[O:24])(=[O:18])=[O:19])[CH3:21]. The yield is 0.770.